The task is: Predict which catalyst facilitates the given reaction.. This data is from Catalyst prediction with 721,799 reactions and 888 catalyst types from USPTO. Reactant: Br[C:2]1[CH:3]=[CH:4][C:5]([Cl:19])=[C:6]([C:8]([CH3:18])([O:10][Si:11]([C:14]([CH3:17])([CH3:16])[CH3:15])([CH3:13])[CH3:12])[CH3:9])[CH:7]=1.[C:20](=O)=[O:21].[NH4+].[Cl-].B.C1COCC1. Product: [Si:11]([O:10][C:8]([C:6]1[CH:7]=[C:2]([CH2:20][OH:21])[CH:3]=[CH:4][C:5]=1[Cl:19])([CH3:18])[CH3:9])([C:14]([CH3:17])([CH3:16])[CH3:15])([CH3:13])[CH3:12]. The catalyst class is: 20.